From a dataset of Reaction yield outcomes from USPTO patents with 853,638 reactions. Predict the reaction yield, written as a fraction of the theoretical maximum amount of product (1.0 means a 100% yield; for example, 0.34 means a 34% yield). (1) The reactants are Cl.Cl[C:3]1[CH:8]=[C:7]([CH3:9])[CH:6]=[CH:5][N+:4]=1[O-:10].[NH2:11][CH2:12][CH2:13][CH2:14][OH:15].C([O-])(O)=O.[Na+]. The catalyst is C(O)(CC)(C)C.C(Cl)Cl. The product is [OH:15][CH2:14][CH2:13][CH2:12][NH:11][C:3]1[CH:8]=[C:7]([CH3:9])[CH:6]=[CH:5][N+:4]=1[O-:10]. The yield is 0.750. (2) The reactants are [F:1][C:2]1[CH:10]=[CH:9][CH:8]=[CH:7][C:3]=1[C:4](Cl)=[O:5].[CH3:11][NH:12][O:13][CH3:14].C(N(CC)CC)C. The catalyst is C(Cl)Cl. The product is [F:1][C:2]1[CH:10]=[CH:9][CH:8]=[CH:7][C:3]=1[C:4]([N:12]([O:13][CH3:14])[CH3:11])=[O:5]. The yield is 0.846. (3) The reactants are [C:1]([O:5]C(=O)NC[C@@H](NCC1CCN(C2C=CC(=O)N(C)N=2)CC1)C)(C)(C)[CH3:2].[C:28]([O:32][C:33](=[O:54])[NH:34][C@@H:35]([CH3:53])[CH2:36][NH:37][CH2:38][CH:39]1[CH2:44][CH2:43][N:42]([C:45]2[CH:50]=[CH:49][C:48](=[O:51])[N:47]([CH3:52])[N:46]=2)[CH2:41][CH2:40]1)([CH3:31])([CH3:30])[CH3:29].C(N(CC)CC)C.BrCC([Cl:66])=O. The catalyst is ClCCl.O.ClCCl. The product is [C:28]([O:32][C:33](=[O:54])[NH:34][C@@H:35]([CH3:53])[CH2:36][N:37]([C:1](=[O:5])[CH2:2][Cl:66])[CH2:38][CH:39]1[CH2:40][CH2:41][N:42]([C:45]2[CH:50]=[CH:49][C:48](=[O:51])[N:47]([CH3:52])[N:46]=2)[CH2:43][CH2:44]1)([CH3:31])([CH3:30])[CH3:29]. The yield is 0.420. (4) The product is [NH2:17][CH2:16][C@@H:15]([NH:14][C:12]([C:9]1[S:10][CH:11]=[C:7]([C:6]2[N:5]([CH2:39][CH3:40])[N:4]=[CH:3][C:2]=2[Br:1])[CH:8]=1)=[O:13])[CH2:28][C:29]1[CH:34]=[CH:33][CH:32]=[CH:31][C:30]=1[C:35]([F:38])([F:37])[F:36]. The yield is 0.510. The reactants are [Br:1][C:2]1[CH:3]=[N:4][N:5]([CH2:39][CH3:40])[C:6]=1[C:7]1[CH:8]=[C:9]([C:12]([NH:14][C@@H:15]([CH2:28][C:29]2[CH:34]=[CH:33][CH:32]=[CH:31][C:30]=2[C:35]([F:38])([F:37])[F:36])[CH2:16][N:17]2C(=O)C3C(=CC=CC=3)C2=O)=[O:13])[S:10][CH:11]=1.NN. The catalyst is CO. (5) The reactants are [C:1]([C@H:4]1[CH2:8][CH2:7][CH2:6][N:5]1[C:9](=[O:24])[CH2:10][CH2:11][CH2:12][CH2:13][C:14]([N:16]1[CH2:20][CH2:19][CH2:18][C@@H:17]1[C:21]([OH:23])=[O:22])=[O:15])([OH:3])=[O:2]. The catalyst is C(O)CCC. The product is [CH2:1]([O:22][C:21]([C@H:17]1[CH2:18][CH2:19][CH2:20][N:16]1[C:14](=[O:15])[CH2:13][CH2:12][CH2:11][CH2:10][C:9]([N:5]1[CH2:6][CH2:7][CH2:8][C@@H:4]1[C:1]([O:3][CH2:9][CH2:10][CH2:11][CH3:12])=[O:2])=[O:24])=[O:23])[CH2:4][CH2:8][CH3:7]. The yield is 0.310. (6) The reactants are [NH:1]1[CH2:6][CH2:5][CH2:4][CH2:3][CH:2]1[CH:7]1[N:12]2[C:13](=[O:19])[NH:14][C:15]3=[CH:16][CH:17]=[CH:18][C:10](=[C:11]23)[O:9][CH2:8]1.C(O)(=O)C.[Br:24]N1C(=O)CCC1=O. The catalyst is C(OCC)(=O)C. The product is [Br:24][C:18]1[C:10]2[O:9][CH2:8][CH:7]([CH:2]3[CH2:3][CH2:4][CH2:5][CH2:6][NH:1]3)[N:12]3[C:13](=[O:19])[NH:14][C:15]([C:11]=23)=[CH:16][CH:17]=1. The yield is 0.850. (7) The reactants are B.CSC.[F:5][C:6]([F:18])([F:17])[C:7]([C:13]([F:16])([F:15])[F:14])([OH:12])[CH2:8][C:9]([CH3:11])=[CH2:10].[OH-:19].[Na+]. The catalyst is C1COCC1. The product is [F:5][C:6]([F:17])([F:18])[C:7]([C:13]([F:14])([F:15])[F:16])([OH:12])[CH2:8][CH:9]([CH3:11])[CH2:10][OH:19]. The yield is 0.850. (8) The reactants are [CH2:1]([N:3]1[CH2:8][CH2:7][N:6]([C:9]([C:11]2[CH:12]=[CH:13][C:14]([N:17]3[C:21]([O:22]C)=[C:20]([C:24]4[CH:31]=[CH:30][C:27]([C:28]#[N:29])=[C:26]([F:32])[C:25]=4[CH3:33])[CH:19]=[N:18]3)=[N:15][CH:16]=2)=[O:10])[CH2:5][CH2:4]1)[CH3:2].CC(N(C)C)=O.[Cl-].[Li+]. The catalyst is CS(C)=O. The product is [CH2:1]([N:3]1[CH2:8][CH2:7][N:6]([C:9]([C:11]2[CH:12]=[CH:13][C:14]([N:17]3[C:21]([OH:22])=[C:20]([C:24]4[CH:31]=[CH:30][C:27]([C:28]#[N:29])=[C:26]([F:32])[C:25]=4[CH3:33])[CH:19]=[N:18]3)=[N:15][CH:16]=2)=[O:10])[CH2:5][CH2:4]1)[CH3:2]. The yield is 0.363. (9) The reactants are [Cl:1][C:2]1[C:3]([O:12][C:13]2[CH:18]=[C:17]([O:19]COC)[CH:16]=[CH:15][C:14]=2/[CH:23]=[CH:24]/[C:25]([O:27][CH2:28][CH3:29])=[O:26])=[N:4][CH:5]=[C:6]([C:8]([F:11])([F:10])[F:9])[CH:7]=1.Cl.[OH-].[Na+]. The catalyst is CC(C)=O.C(OCC)(=O)C. The product is [Cl:1][C:2]1[C:3]([O:12][C:13]2[CH:18]=[C:17]([OH:19])[CH:16]=[CH:15][C:14]=2/[CH:23]=[CH:24]/[C:25]([O:27][CH2:28][CH3:29])=[O:26])=[N:4][CH:5]=[C:6]([C:8]([F:10])([F:9])[F:11])[CH:7]=1. The yield is 1.00. (10) The yield is 0.810. The catalyst is CC#N. The product is [I:1][C:2]1[CH:3]=[N:4][N:5]([CH2:14][CH2:15][CH2:16][O:17][CH:18]2[CH2:23][CH2:22][CH2:21][CH2:20][O:19]2)[CH:6]=1. The reactants are [I:1][C:2]1[CH:3]=[N:4][NH:5][CH:6]=1.C([O-])([O-])=O.[Cs+].[Cs+].Br[CH2:14][CH2:15][CH2:16][O:17][CH:18]1[CH2:23][CH2:22][CH2:21][CH2:20][O:19]1.O.